Dataset: Full USPTO retrosynthesis dataset with 1.9M reactions from patents (1976-2016). Task: Predict the reactants needed to synthesize the given product. (1) The reactants are: [CH:1]1([N:7]2[C:11]([C:12]3[CH:17]=[CH:16][C:15]([O:18][C:19]([F:22])([F:21])[F:20])=[CH:14][CH:13]=3)=[CH:10][C:9]([CH2:23][C:24]3[CH:32]=[CH:31][C:27]([C:28]([OH:30])=O)=[CH:26][CH:25]=3)=[N:8]2)[CH2:6][CH2:5][CH2:4][CH2:3][CH2:2]1.C1C=CC2N(O)N=NC=2C=1.O.[NH2:44][C:45]1[NH:49][N:48]=[N:47][N:46]=1.CCN(C(C)C)C(C)C. Given the product [CH:1]1([N:7]2[C:11]([C:12]3[CH:13]=[CH:14][C:15]([O:18][C:19]([F:20])([F:22])[F:21])=[CH:16][CH:17]=3)=[CH:10][C:9]([CH2:23][C:24]3[CH:32]=[CH:31][C:27]([C:28]([NH:44][C:45]4[NH:49][N:48]=[N:47][N:46]=4)=[O:30])=[CH:26][CH:25]=3)=[N:8]2)[CH2:6][CH2:5][CH2:4][CH2:3][CH2:2]1, predict the reactants needed to synthesize it. (2) Given the product [S:20]1[C:21]2[C:13]([OH:12])=[CH:14][CH:15]=[CH:16][C:17]=2[CH:18]=[N:19]1, predict the reactants needed to synthesize it. The reactants are: S1C2=CC=CC(O)=C2C=N1.C[O:12][C:13]1[C:21]2[S:20][N:19]=[CH:18][C:17]=2[CH:16]=[CH:15][CH:14]=1.Cl.N1C=CC=CC=1. (3) Given the product [CH3:9][O:10][C:11]1[CH:12]=[CH:13][C:14]([C:17](=[O:45])[CH2:18][N:19]2[C:24](=[O:25])[CH:23]=[C:22]([CH2:26][CH2:27][CH3:28])[N:21]([CH2:29][C:30]3[CH:31]=[CH:32][C:33]([C:36]4[CH:41]=[CH:40][CH:39]=[CH:38][C:37]=4[C:42]4[NH:46][C:4](=[O:7])[O:5][N:43]=4)=[CH:34][CH:35]=3)[C:20]2=[O:44])=[CH:15][CH:16]=1, predict the reactants needed to synthesize it. The reactants are: [Cl-].O[NH3+].[C:4](=[O:7])([O-])[OH:5].[Na+].[CH3:9][O:10][C:11]1[CH:16]=[CH:15][C:14]([C:17](=[O:45])[CH2:18][N:19]2[C:24](=[O:25])[CH:23]=[C:22]([CH2:26][CH2:27][CH3:28])[N:21]([CH2:29][C:30]3[CH:35]=[CH:34][C:33]([C:36]4[C:37]([C:42]#[N:43])=[CH:38][CH:39]=[CH:40][CH:41]=4)=[CH:32][CH:31]=3)[C:20]2=[O:44])=[CH:13][CH:12]=1.[N:46]12CCCN=C1CCCCC2. (4) Given the product [Br:55][C:56]1[S:57][C:58]2[CH2:64][CH2:63][N:62]([C:21](=[O:22])[CH2:20][N:10]3[C:11]([C:13]4[CH:14]=[CH:15][C:16]([F:19])=[CH:17][CH:18]=4)=[N:12][C:8]([C:5]4[CH:4]=[CH:3][C:2]([CH3:24])=[CH:7][CH:6]=4)=[N:9]3)[CH2:61][CH2:60][C:59]=2[N:65]=1, predict the reactants needed to synthesize it. The reactants are: F[C:2]1[CH:7]=[CH:6][C:5]([C:8]2[N:12]=[C:11]([C:13]3[CH:18]=[CH:17][C:16]([F:19])=[CH:15][CH:14]=3)[N:10]([CH2:20][C:21](O)=[O:22])[N:9]=2)=[CH:4][CH:3]=1.[CH3:24]CN(C(C)C)C(C)C.CN(C(ON1N=NC2C=CC=CC1=2)=[N+](C)C)C.[B-](F)(F)(F)F.[Br:55][C:56]1[S:57][C:58]2[CH2:64][CH2:63][NH:62][CH2:61][CH2:60][C:59]=2[N:65]=1. (5) Given the product [CH3:11][C:12]1[CH:20]=[CH:19][C:15]([C:16]([NH:10][C:8](=[NH:9])[S:7][CH3:6])=[O:17])=[CH:14][CH:13]=1, predict the reactants needed to synthesize it. The reactants are: S(O)(O)(=O)=O.[CH3:6][S:7][C:8](=[NH:10])[NH2:9].[CH3:11][C:12]1[CH:20]=[CH:19][C:15]([C:16](Cl)=[O:17])=[CH:14][CH:13]=1. (6) Given the product [CH:15]1([C:13]2[S:14][C:5]3[C:4]4[CH:3]=[C:2]([S:34][C:31]5[N:21]6[CH:22]=[C:23]([C:25]7[CH:26]=[N:27][N:28]([CH3:30])[CH:29]=7)[CH:24]=[C:19]([F:18])[C:20]6=[N:33][N:32]=5)[CH:11]=[CH:10][C:9]=4[N:8]=[CH:7][C:6]=3[N:12]=2)[CH2:17][CH2:16]1, predict the reactants needed to synthesize it. The reactants are: Br[C:2]1[CH:11]=[CH:10][C:9]2[N:8]=[CH:7][C:6]3[N:12]=[C:13]([CH:15]4[CH2:17][CH2:16]4)[S:14][C:5]=3[C:4]=2[CH:3]=1.[F:18][C:19]1[C:20]2[N:21]([C:31]([SH:34])=[N:32][N:33]=2)[CH:22]=[C:23]([C:25]2[CH:26]=[N:27][N:28]([CH3:30])[CH:29]=2)[CH:24]=1.C1(P(C2C=CC=CC=2)C2C3OC4C(=CC=CC=4P(C4C=CC=CC=4)C4C=CC=CC=4)C(C)(C)C=3C=CC=2)C=CC=CC=1.CC(C)([O-])C.[Na+].